This data is from Forward reaction prediction with 1.9M reactions from USPTO patents (1976-2016). The task is: Predict the product of the given reaction. Given the reactants C1(P(C2C=CC=CC=2)C2C=CC=CC=2)C=CC=CC=1.[CH3:20][Si:21]([C:24]#[CH:25])([CH3:23])[CH3:22].C(N(CC)CC)C.Br[C:34]1[CH:39]=[C:38]([S:40]([C:43]2[CH:48]=[CH:47][C:46]([S:49]([CH3:52])(=[O:51])=[O:50])=[CH:45][CH:44]=2)(=[O:42])=[O:41])[CH:37]=[CH:36][C:35]=1[NH:53][C:54](=[O:62])[C@:55]([OH:61])([CH3:60])[C:56]([F:59])([F:58])[F:57], predict the reaction product. The product is: [CH3:20][Si:21]([CH3:23])([CH3:22])[C:24]#[C:25][C:34]1[CH:39]=[C:38]([S:40]([C:43]2[CH:44]=[CH:45][C:46]([S:49]([CH3:52])(=[O:51])=[O:50])=[CH:47][CH:48]=2)(=[O:42])=[O:41])[CH:37]=[CH:36][C:35]=1[NH:53][C:54](=[O:62])[C@:55]([OH:61])([CH3:60])[C:56]([F:58])([F:59])[F:57].